Predict the product of the given reaction. From a dataset of Forward reaction prediction with 1.9M reactions from USPTO patents (1976-2016). (1) The product is: [F:30][C:27]([F:28])([F:29])[C:25]1[CH:24]=[C:5]([CH:4]=[C:3]([C:2]([F:1])([F:31])[F:32])[CH:26]=1)[C:6]([N:8]1[CH2:13][CH2:12][N:11]([CH2:34][C:35]#[C:36][C:37]2[CH:38]=[N:39][CH:40]=[CH:41][CH:42]=2)[CH2:10][C@H:9]1[CH2:14][C:15]1[C:23]2[C:18](=[CH:19][CH:20]=[CH:21][CH:22]=2)[NH:17][CH:16]=1)=[O:7]. Given the reactants [F:1][C:2]([F:32])([F:31])[C:3]1[CH:4]=[C:5]([CH:24]=[C:25]([C:27]([F:30])([F:29])[F:28])[CH:26]=1)[C:6]([N:8]1[CH2:13][CH2:12][NH:11][CH2:10][C@H:9]1[CH2:14][C:15]1[C:23]2[C:18](=[CH:19][CH:20]=[CH:21][CH:22]=2)[NH:17][CH:16]=1)=[O:7].Cl[CH2:34][C:35]#[C:36][C:37]1[CH:38]=[N:39][CH:40]=[CH:41][CH:42]=1.C(=O)([O-])[O-].[K+].[K+].O, predict the reaction product. (2) Given the reactants [CH2:1]([O:8][C:9]1[CH:14]=[CH:13][C:12]([C:15](I)=[CH2:16])=[CH:11][CH:10]=1)[C:2]1[CH:7]=[CH:6][CH:5]=[CH:4][CH:3]=1.[CH:18]([Sn](CCCC)(CCCC)CCCC)=[CH2:19], predict the reaction product. The product is: [CH2:1]([O:8][C:9]1[CH:14]=[CH:13][C:12]([C:15](=[CH2:16])[CH:18]=[CH2:19])=[CH:11][CH:10]=1)[C:2]1[CH:7]=[CH:6][CH:5]=[CH:4][CH:3]=1.